Dataset: Reaction yield outcomes from USPTO patents with 853,638 reactions. Task: Predict the reaction yield, written as a fraction of the theoretical maximum amount of product (1.0 means a 100% yield; for example, 0.34 means a 34% yield). The catalyst is ClCCl.[Pd](Cl)Cl.C1(P(C2C=CC=CC=2)[C-]2C=CC=C2)C=CC=CC=1.[C-]1(P(C2C=CC=CC=2)C2C=CC=CC=2)C=CC=C1.[Fe+2].O1CCOCC1. The product is [N+:14]([C:4]1[CH:3]=[C:2]([C:25]2[CH:30]=[CH:29][N:28]=[CH:27][CH:26]=2)[C:7]([C:8]2[O:9][CH:10]=[CH:11][N:12]=2)=[N:6][C:5]=1[NH2:13])([O-:16])=[O:15]. The reactants are Br[C:2]1[CH:3]=[C:4]([N+:14]([O-:16])=[O:15])[C:5]([NH2:13])=[N:6][C:7]=1[C:8]1[O:9][CH:10]=[CH:11][N:12]=1.CC1(C)C(C)(C)OB([C:25]2[CH:30]=[CH:29][N:28]=[CH:27][CH:26]=2)O1.C(=O)([O-])[O-].[Cs+].[Cs+]. The yield is 0.650.